This data is from Retrosynthesis with 50K atom-mapped reactions and 10 reaction types from USPTO. The task is: Predict the reactants needed to synthesize the given product. Given the product CCOC(=O)c1nc2n(c(=O)c1OCc1ccccc1)CCOC2CCSC, predict the reactants needed to synthesize it. The reactants are: CCOC(=O)c1nc(C(CCSC)OCCO)[nH]c(=O)c1OCc1ccccc1.